This data is from Forward reaction prediction with 1.9M reactions from USPTO patents (1976-2016). The task is: Predict the product of the given reaction. (1) Given the reactants [CH2:1]([O:3][C:4]([N:6]1[C:15]2[C:10](=[N:11][C:12]([O:16][CH3:17])=[CH:13][CH:14]=2)[C@@H:9]([NH2:18])[CH2:8][C@H:7]1[CH2:19][CH3:20])=[O:5])[CH3:2].C(N(C(C)C)CC)(C)C.[CH2:30]([O:37][C:38]([C:40]1[CH:45]=[N:44][C:43](Cl)=[CH:42][N:41]=1)=[O:39])[C:31]1[CH:36]=[CH:35][CH:34]=[CH:33][CH:32]=1, predict the reaction product. The product is: [CH2:1]([O:3][C:4]([N:6]1[C:15]2[C:10](=[N:11][C:12]([O:16][CH3:17])=[CH:13][CH:14]=2)[C@@H:9]([NH:18][C:43]2[CH:42]=[N:41][C:40]([C:38]([O:37][CH2:30][C:31]3[CH:36]=[CH:35][CH:34]=[CH:33][CH:32]=3)=[O:39])=[CH:45][N:44]=2)[CH2:8][C@H:7]1[CH2:19][CH3:20])=[O:5])[CH3:2]. (2) Given the reactants [O:1]1[CH2:6][CH2:5][N:4]([C:7]2[O:12][C:11]3[C:13](B(O)O)=[CH:14][S:15][C:10]=3[C:9](=[O:19])[CH:8]=2)[CH2:3][CH2:2]1.C(=O)([O-])[O-].[Cs+].[Cs+].Br[C:27]1[C:28]([OH:36])=[C:29]([C:32]([O:34][CH3:35])=[O:33])[S:30][CH:31]=1, predict the reaction product. The product is: [OH:36][C:28]1[C:27]([C:13]2[C:11]3[O:12][C:7]([N:4]4[CH2:5][CH2:6][O:1][CH2:2][CH2:3]4)=[CH:8][C:9](=[O:19])[C:10]=3[S:15][CH:14]=2)=[CH:31][S:30][C:29]=1[C:32]([O:34][CH3:35])=[O:33].